This data is from Reaction yield outcomes from USPTO patents with 853,638 reactions. The task is: Predict the reaction yield, written as a fraction of the theoretical maximum amount of product (1.0 means a 100% yield; for example, 0.34 means a 34% yield). The reactants are Br[C:2]1[CH:3]=[N:4][N:5]([C:7]2[CH:12]=[CH:11][CH:10]=[CH:9][CH:8]=2)[CH:6]=1.[O:13]1[CH:17]=[CH:16][CH:15]=[C:14]1B(O)O.C([O-])([O-])=O.[Cs+].[Cs+]. The catalyst is C1(C)C(CO)=CC=CC=1.C1C=CC([P]([Pd]([P](C2C=CC=CC=2)(C2C=CC=CC=2)C2C=CC=CC=2)([P](C2C=CC=CC=2)(C2C=CC=CC=2)C2C=CC=CC=2)[P](C2C=CC=CC=2)(C2C=CC=CC=2)C2C=CC=CC=2)(C2C=CC=CC=2)C2C=CC=CC=2)=CC=1. The product is [O:13]1[CH:17]=[CH:16][CH:15]=[C:14]1[C:2]1[CH:3]=[N:4][N:5]([C:7]2[CH:12]=[CH:11][CH:10]=[CH:9][CH:8]=2)[CH:6]=1. The yield is 0.167.